From a dataset of Peptide-MHC class I binding affinity with 185,985 pairs from IEDB/IMGT. Regression. Given a peptide amino acid sequence and an MHC pseudo amino acid sequence, predict their binding affinity value. This is MHC class I binding data. The peptide sequence is QGKQHLHSL. The MHC is BoLA-AW10 with pseudo-sequence BoLA-AW10. The binding affinity (normalized) is 0.0756.